From a dataset of Experimentally validated miRNA-target interactions with 360,000+ pairs, plus equal number of negative samples. Binary Classification. Given a miRNA mature sequence and a target amino acid sequence, predict their likelihood of interaction. (1) The miRNA is cel-miR-236-3p with sequence UAAUACUGUCAGGUAAUGACGCU. The protein sequence of the target gene is MGLLRGGAACARAMARLGALRSHYCALLLAAALAVCAFYYLGSGRETFSSATKRLKEARAGAAAPTPPAPELARGSAAPASGAKAKSLEGGVVVPVDYHLLMMFTKAEHNAPLQAKARVALSSLLRLAKFEAHEVLNLHFVSEEASREVAKALLRELLPPAAGFKCKVIFHDVAVLTDKLFPVVEAMQKYFSAGSGTYYSDSIFFLSVAMHQIMPKEIPRIIQLDLDLKYKTNIRELFEEFDNFLPGAVIGIAREMQPVYRHTFWQFRHENPKTRVGDPPPEGLPGFNSGVMLLNLEAMR.... Result: 0 (no interaction). (2) The miRNA is hsa-miR-4427 with sequence UCUGAAUAGAGUCUGAAGAGU. The protein sequence of the target gene is MANMNSDSRHLGTSEVDHERDPGPMNIQFEPSDLRSKRPFCIEPTNIVNVNHVIQRVSDHASAMNKRIHYYSRLTTPADKALIAPDHVVPAPEECYVYSPLGSAYKLQSYTEGYGKNTSLVTIFMIWNTMMGTSILSIPWGIKQAGFTTGMCVIILMGLLTLYCCYRVVKSRTMMFSLDTTSWEYPDVCRHYFGSFGQWSSLLFSLVSLIGAMIVYWVLMSNFLFNTGKFIFNFIHHINDTDTILSTNNSNPVICPSAGSGGHPDNSSMIFYANDTGAQQFEKWWDKSRTVPFYLVGLLL.... Result: 0 (no interaction).